Dataset: Catalyst prediction with 721,799 reactions and 888 catalyst types from USPTO. Task: Predict which catalyst facilitates the given reaction. (1) Reactant: [CH2:1]1[C:10]2[C:5](=[CH:6][C:7]([C:11]([C@@H:13]3[C@@H:18]([CH3:19])[CH2:17][CH2:16][CH2:15][C:14]3([CH3:21])[CH3:20])=[O:12])=[CH:8][CH:9]=2)[CH2:4][CH2:3][NH:2]1.[CH3:22][Li]. Product: [CH2:1]1[C:10]2[C:5](=[CH:6][C:7]([C@@:11]([C@@H:13]3[C@@H:18]([CH3:19])[CH2:17][CH2:16][CH2:15][C:14]3([CH3:20])[CH3:21])([OH:12])[CH3:22])=[CH:8][CH:9]=2)[CH2:4][CH2:3][NH:2]1. The catalyst class is: 7. (2) Reactant: Cl.[O:2]1[C:6]2[CH:7]=[CH:8][C:9]([C:11]3[CH:16]=[CH:15][C:14]([C:17]4[N:18]([CH2:23][C@@H:24]5[CH2:28][CH2:27][NH:26][CH2:25]5)[C:19](=[O:22])[NH:20][N:21]=4)=[CH:13][CH:12]=3)=[CH:10][C:5]=2[CH:4]=[CH:3]1.[CH3:29][C:30]1([C:33](O)=[O:34])[CH2:32][CH2:31]1.C(Cl)CCl.C1C=CC2N(O)N=NC=2C=1.CCN(C(C)C)C(C)C. Product: [O:2]1[C:6]2[CH:7]=[CH:8][C:9]([C:11]3[CH:16]=[CH:15][C:14]([C:17]4[N:18]([CH2:23][C@@H:24]5[CH2:28][CH2:27][N:26]([C:33]([C:30]6([CH3:29])[CH2:32][CH2:31]6)=[O:34])[CH2:25]5)[C:19](=[O:22])[NH:20][N:21]=4)=[CH:13][CH:12]=3)=[CH:10][C:5]=2[CH:4]=[CH:3]1. The catalyst class is: 3. (3) Reactant: [CH3:1][O:2][C:3](=[O:29])/[CH:4]=[CH:5]/[C:6]1[CH:7]=[N:8][C:9]2[C:14]([CH:15]=1)=[CH:13][CH:12]=[CH:11][C:10]=2[N:16]1[CH2:21][CH2:20][N:19]([C:22]([O:24][C:25]([CH3:28])([CH3:27])[CH3:26])=[O:23])[CH2:18][CH2:17]1. Product: [CH3:1][O:2][C:3](=[O:29])[CH2:4][CH2:5][C:6]1[CH:7]=[N:8][C:9]2[C:14]([CH:15]=1)=[CH:13][CH:12]=[CH:11][C:10]=2[N:16]1[CH2:17][CH2:18][N:19]([C:22]([O:24][C:25]([CH3:27])([CH3:26])[CH3:28])=[O:23])[CH2:20][CH2:21]1. The catalyst class is: 99. (4) Reactant: FC1[CH:11]=[C:10]([C:12]2[N:17]=[C:16]3[N:18]([CH2:21][C:22]4[CH:23]=[C:24]5[C:29](=[CH:30][CH:31]=4)[N:28]=[CH:27][CH:26]=[CH:25]5)[N:19]=[N:20][C:15]3=[CH:14][CH:13]=2)[CH:9]=CC=1C(NC)=O.CC1(C)C(C)(C)OB(C2C=[C:42]([CH2:45][OH:46])[S:43]C=2)O1.C(=O)([O-])[O-].[K+].[K+].O1CCOCC1. Product: [N:28]1[C:29]2[C:24](=[CH:23][C:22]([CH2:21][N:18]3[C:16]4=[N:17][C:12]([C:10]5[CH:9]=[C:42]([CH2:45][OH:46])[S:43][CH:11]=5)=[CH:13][CH:14]=[C:15]4[N:20]=[N:19]3)=[CH:31][CH:30]=2)[CH:25]=[CH:26][CH:27]=1. The catalyst class is: 690. (5) Reactant: [C:1]([O:4][C:5](=[O:7])[CH3:6])(=O)[CH3:2].N1C=CC=CC=1.[CH2:14](O)[CH2:15][CH2:16][CH2:17][CH2:18][CH2:19][CH2:20][CH2:21]/[CH:22]=[CH:23]\[CH2:24]/[CH:25]=C/C.CCOC(C)=O. Product: [C:5]([O:4][CH2:1][CH2:2][CH2:25][CH2:24][CH2:23][CH2:22][CH2:21][CH2:20]/[CH:19]=[CH:18]\[CH2:17]/[CH:16]=[CH:15]/[CH3:14])(=[O:7])[CH3:6]. The catalyst class is: 343. (6) Reactant: [Cl:1][C:2]1[CH:3]=[C:4]([N+:9]([O-:11])=[O:10])[CH:5]=[C:6]([CH3:8])[CH:7]=1.C1C(=O)N([Br:19])C(=O)C1. Product: [Cl:1][C:2]1[CH:3]=[C:4]([N+:9]([O-:11])=[O:10])[CH:5]=[C:6]([CH:7]=1)[CH2:8][Br:19]. The catalyst class is: 340. (7) Reactant: [CH2:1]([O:4][C:5]1[C:16]([Br:17])=[CH:15][C:8]([C:9](N(OC)C)=[O:10])=[C:7]([Cl:18])[CH:6]=1)[CH:2]=[CH2:3].[CH2:19]([C:21]1[CH:26]=[CH:25][C:24]([Mg]Br)=[CH:23][CH:22]=1)[CH3:20].[NH4+].[Cl-]. Product: [CH2:1]([O:4][C:5]1[C:16]([Br:17])=[CH:15][C:8]([C:9]([C:24]2[CH:25]=[CH:26][C:21]([CH2:19][CH3:20])=[CH:22][CH:23]=2)=[O:10])=[C:7]([Cl:18])[CH:6]=1)[CH:2]=[CH2:3]. The catalyst class is: 1.